From a dataset of Forward reaction prediction with 1.9M reactions from USPTO patents (1976-2016). Predict the product of the given reaction. (1) Given the reactants [F:1][C:2]1[CH:9]=[C:8]([N:10]2[C:14]([CH3:15])=[C:13](I)[C:12]([CH3:17])=[N:11]2)[CH:7]=[CH:6][C:3]=1[C:4]#[N:5].[F:18][C:19]1[CH:26]=[CH:25][C:22]([CH:23]=[CH2:24])=[CH:21][CH:20]=1, predict the reaction product. The product is: [F:1][C:2]1[CH:9]=[C:8]([N:10]2[C:14]([CH3:15])=[C:13](/[CH:24]=[CH:23]/[C:22]3[CH:25]=[CH:26][C:19]([F:18])=[CH:20][CH:21]=3)[C:12]([CH3:17])=[N:11]2)[CH:7]=[CH:6][C:3]=1[C:4]#[N:5]. (2) Given the reactants [F:1][C:2]1[CH:7]=[C:6](B2OC(C)(C)C(C)(C)O2)[CH:5]=[CH:4][C:3]=1[C:17]1[N:18]=[CH:19][C:20]([NH2:23])=[N:21][CH:22]=1.Br[C:25]1[CH:30]=[CH:29][CH:28]=[CH:27][C:26]=1[S:31]([NH:34][C@@H:35]1[CH2:40][CH2:39][CH2:38][CH2:37][C@@H:36]1[OH:41])(=[O:33])=[O:32], predict the reaction product. The product is: [NH2:23][C:20]1[N:21]=[CH:22][C:17]([C:3]2[CH:4]=[CH:5][C:6]([C:25]3[C:26]([S:31]([NH:34][C@@H:35]4[CH2:40][CH2:39][CH2:38][CH2:37][C@@H:36]4[OH:41])(=[O:32])=[O:33])=[CH:27][CH:28]=[CH:29][CH:30]=3)=[CH:7][C:2]=2[F:1])=[N:18][CH:19]=1. (3) The product is: [Br:1][C:2]1[CH:3]=[CH:4][C:5]([O:18][CH3:19])=[C:6]([C:8]([C:10]2[C:11]([Cl:17])=[N:12][C:13]([Cl:16])=[N:14][CH:15]=2)=[O:9])[CH:7]=1. Given the reactants [Br:1][C:2]1[CH:3]=[CH:4][C:5]([O:18][CH3:19])=[C:6]([CH:8]([C:10]2[C:11]([Cl:17])=[N:12][C:13]([Cl:16])=[N:14][CH:15]=2)[OH:9])[CH:7]=1, predict the reaction product. (4) Given the reactants [F:1][C:2]1[CH:7]=[CH:6][C:5]([F:8])=[CH:4][C:3]=1[C@H:9]1[CH2:13][CH2:12][CH2:11][N:10]1[C:14]1[CH:19]=[CH:18][N:17]2[N:20]=[CH:21][C:22]([N+:23]([O-])=O)=[C:16]2[N:15]=1.Cl, predict the reaction product. The product is: [F:1][C:2]1[CH:7]=[CH:6][C:5]([F:8])=[CH:4][C:3]=1[C@H:9]1[CH2:13][CH2:12][CH2:11][N:10]1[C:14]1[CH:19]=[CH:18][N:17]2[N:20]=[CH:21][C:22]([NH2:23])=[C:16]2[N:15]=1. (5) Given the reactants [Li+].[OH-].[O:3]=[C:4]1[N:10]([CH:11]2[CH2:16][CH2:15][N:14]([C:17]([O:19][C@H:20]([CH2:41][C:42]3[CH:47]=[C:46]([C:48]([F:51])([F:50])[F:49])[CH:45]=[C:44]([C:52]([F:55])([F:54])[F:53])[CH:43]=3)[C:21]([N:23]3[CH2:28][CH2:27][CH:26]([CH:29]4[CH2:34][CH2:33][N:32]([CH2:35][C:36]([O:38]CC)=[O:37])[CH2:31][CH2:30]4)[CH2:25][CH2:24]3)=[O:22])=[O:18])[CH2:13][CH2:12]2)[CH2:9][CH2:8][C:7]2[CH:56]=[CH:57][CH:58]=[CH:59][C:6]=2[NH:5]1, predict the reaction product. The product is: [O:3]=[C:4]1[N:10]([CH:11]2[CH2:16][CH2:15][N:14]([C:17]([O:19][C@H:20]([CH2:41][C:42]3[CH:43]=[C:44]([C:52]([F:55])([F:53])[F:54])[CH:45]=[C:46]([C:48]([F:51])([F:50])[F:49])[CH:47]=3)[C:21]([N:23]3[CH2:28][CH2:27][CH:26]([CH:29]4[CH2:30][CH2:31][N:32]([CH2:35][C:36]([OH:38])=[O:37])[CH2:33][CH2:34]4)[CH2:25][CH2:24]3)=[O:22])=[O:18])[CH2:13][CH2:12]2)[CH2:9][CH2:8][C:7]2[CH:56]=[CH:57][CH:58]=[CH:59][C:6]=2[NH:5]1. (6) Given the reactants O=P(Cl)(Cl)[Cl:3].[Cl:6][C:7]1[C:16]2[C:11](=[CH:12][C:13]([C:17]3[CH:22]=[CH:21][CH:20]=[C:19]([C:23]#[N:24])[CH:18]=3)=[CH:14][CH:15]=2)[C:10](=O)[NH:9][CH:8]=1, predict the reaction product. The product is: [Cl:3][C:10]1[C:11]2[C:16](=[CH:15][CH:14]=[C:13]([C:17]3[CH:22]=[CH:21][CH:20]=[C:19]([C:23]#[N:24])[CH:18]=3)[CH:12]=2)[C:7]([Cl:6])=[CH:8][N:9]=1.